Dataset: Forward reaction prediction with 1.9M reactions from USPTO patents (1976-2016). Task: Predict the product of the given reaction. Given the reactants [C:1]([O:5][C:6]([N:8]1[CH2:13][CH2:12][C:11](=[CH:14]OC)[CH2:10][CH2:9]1)=[O:7])([CH3:4])([CH3:3])[CH3:2].Cl.[F:18][C:19]1[CH:24]=[CH:23][C:22]([NH:25]N)=[CH:21][CH:20]=1.FC(F)(F)C(O)=O.[OH-].[NH4+], predict the reaction product. The product is: [C:1]([O:5][C:6]([N:8]1[CH2:13][CH2:12][C:11]2([C:23]3[C:22](=[CH:21][CH:20]=[C:19]([F:18])[CH:24]=3)[N:25]=[CH:14]2)[CH2:10][CH2:9]1)=[O:7])([CH3:4])([CH3:2])[CH3:3].